From a dataset of Full USPTO retrosynthesis dataset with 1.9M reactions from patents (1976-2016). Predict the reactants needed to synthesize the given product. (1) Given the product [Cl:1][C:2]1[C:3]([CH2:4][OH:5])=[CH:7][CH:8]=[C:9]([Cl:11])[N:10]=1, predict the reactants needed to synthesize it. The reactants are: [Cl:1][C:2]1[N:10]=[C:9]([Cl:11])[CH:8]=[CH:7][C:3]=1[C:4](O)=[O:5].[BH4-].[Na+].B(F)(F)F.CCOCC. (2) Given the product [CH3:30][N:9]1[C:10]2[C:6](=[CH:5][C:4]([N+:1]([O-:3])=[O:2])=[CH:12][CH:11]=2)[C:7]([C:13]2[CH2:18][CH2:17][N:16]([C:19]([O:21][C:22]([CH3:25])([CH3:24])[CH3:23])=[O:20])[CH2:15][CH:14]=2)=[CH:8]1, predict the reactants needed to synthesize it. The reactants are: [N+:1]([C:4]1[CH:5]=[C:6]2[C:10](=[CH:11][CH:12]=1)[NH:9][CH:8]=[C:7]2[C:13]1[CH2:18][CH2:17][N:16]([C:19]([O:21][C:22]([CH3:25])([CH3:24])[CH3:23])=[O:20])[CH2:15][CH:14]=1)([O-:3])=[O:2].[H-].[Na+].CI.[C:30](OCC)(=O)C.